From a dataset of Reaction yield outcomes from USPTO patents with 853,638 reactions. Predict the reaction yield, written as a fraction of the theoretical maximum amount of product (1.0 means a 100% yield; for example, 0.34 means a 34% yield). (1) The reactants are [Cl:1][C:2]1[CH:3]=[C:4]([C:11]([O:13][CH3:14])=[O:12])[C:5]2[CH:6]=[N:7][NH:8][C:9]=2[CH:10]=1.[H-].[Na+].I[CH:18]([CH3:20])[CH3:19].C(=O)([O-])[O-].[Na+].[Na+].CI. The catalyst is CN(C=O)C.[NH4+].[Cl-]. The product is [Cl:1][C:2]1[CH:3]=[C:4]([C:11]([O:13][CH3:14])=[O:12])[C:5]2[CH:6]=[N:7][N:8]([CH:18]([CH3:20])[CH3:19])[C:9]=2[CH:10]=1. The yield is 0.450. (2) The reactants are C(OC(=O)[NH:10][CH:11]1[CH2:15][C:14](=[O:16])[N:13]([C:17]2[CH:18]=[CH:19][C:20]3[O:21][CH2:22][C:23](=[O:27])[NH:24][C:25]=3[N:26]=2)[CH2:12]1)C1C=CC=CC=1. The catalyst is CO.[Pd]. The product is [NH2:10][CH:11]1[CH2:12][N:13]([C:17]2[CH:18]=[CH:19][C:20]3[O:21][CH2:22][C:23](=[O:27])[NH:24][C:25]=3[N:26]=2)[C:14](=[O:16])[CH2:15]1. The yield is 0.920. (3) The reactants are [CH3:1][NH:2][NH2:3].C(O)(C(F)(F)F)=O.[O:11]=[C:12]1[CH2:17][O:16][C:15]2[CH:18]=[CH:19][C:20]([C:22](=O)[CH2:23][C:24](=O)[CH3:25])=[CH:21][C:14]=2[NH:13]1. The catalyst is CC(O)C. The product is [CH3:1][N:2]1[C:22]([C:20]2[CH:19]=[CH:18][C:15]3[O:16][CH2:17][C:12](=[O:11])[NH:13][C:14]=3[CH:21]=2)=[CH:23][C:24]([CH3:25])=[N:3]1. The yield is 0.260.